From a dataset of Peptide-MHC class II binding affinity with 134,281 pairs from IEDB. Regression. Given a peptide amino acid sequence and an MHC pseudo amino acid sequence, predict their binding affinity value. This is MHC class II binding data. (1) The peptide sequence is ESYKFIPALEAAVKQAYAAT. The MHC is DRB4_0101 with pseudo-sequence DRB4_0103. The binding affinity (normalized) is 0.379. (2) The peptide sequence is KRWIKMSILNTAGSG. The binding affinity (normalized) is 0.520. The MHC is DRB1_0101 with pseudo-sequence DRB1_0101. (3) The peptide sequence is LNNALQNLARTISEA. The MHC is DRB5_0101 with pseudo-sequence DRB5_0101. The binding affinity (normalized) is 0.138. (4) The peptide sequence is IAGLFLTTEAVVADK. The MHC is DRB1_0802 with pseudo-sequence DRB1_0802. The binding affinity (normalized) is 0.236. (5) The peptide sequence is LSSNDLAKYKANWIE. The MHC is HLA-DQA10102-DQB10602 with pseudo-sequence HLA-DQA10102-DQB10602. The binding affinity (normalized) is 0.158.